Dataset: Full USPTO retrosynthesis dataset with 1.9M reactions from patents (1976-2016). Task: Predict the reactants needed to synthesize the given product. (1) Given the product [OH:4][C:5]1[CH:29]=[CH:28][CH:27]=[CH:26][C:6]=1[C:7]([NH:9][C:10]1[S:22][C:13]2[C:14]([CH3:21])([CH3:20])[O:15][C:16]([CH3:18])([CH3:19])[CH2:17][C:12]=2[C:11]=1[C:23]([NH2:25])=[O:24])=[O:8], predict the reactants needed to synthesize it. The reactants are: C([O:4][C:5]1[CH:29]=[CH:28][CH:27]=[CH:26][C:6]=1[C:7]([NH:9][C:10]1[S:22][C:13]2[C:14]([CH3:21])([CH3:20])[O:15][C:16]([CH3:19])([CH3:18])[CH2:17][C:12]=2[C:11]=1[C:23]([NH2:25])=[O:24])=[O:8])(=O)C.C(=O)([O-])[O-].[K+].[K+]. (2) Given the product [CH2:12]([N:19]1[C:24]([CH3:25])=[CH:23][C:22]([O:26][CH2:4][CH2:5][CH3:6])=[C:21]([CH2:27][C:28]2[CH:29]=[CH:30][C:31]([C:34]3[C:35]([C:40]#[N:41])=[CH:36][CH:37]=[CH:38][CH:39]=3)=[CH:32][CH:33]=2)[C:20]1=[O:42])[C:13]1[CH:14]=[CH:15][CH:16]=[CH:17][CH:18]=1, predict the reactants needed to synthesize it. The reactants are: [H-].[Na+].I[CH2:4][CH2:5][CH3:6].CN(C)C=O.[CH2:12]([N:19]1[C:24]([CH3:25])=[CH:23][C:22]([OH:26])=[C:21]([CH2:27][C:28]2[CH:33]=[CH:32][C:31]([C:34]3[C:35]([C:40]#[N:41])=[CH:36][CH:37]=[CH:38][CH:39]=3)=[CH:30][CH:29]=2)[C:20]1=[O:42])[C:13]1[CH:18]=[CH:17][CH:16]=[CH:15][CH:14]=1. (3) Given the product [F:41][C:32]1[CH:33]=[C:34]([C:37]([F:40])([F:39])[F:38])[CH:35]=[CH:36][C:31]=1[NH:30][C:28]([C:27]1[CH:42]=[CH:43][C:24]([N:19]2[CH2:18][CH2:17][N:16]([C:13]3[CH:12]=[CH:11][C:10]([C:9]([OH:8])=[O:22])=[CH:15][CH:14]=3)[CH2:21][CH2:20]2)=[N:25][CH:26]=1)=[O:29], predict the reactants needed to synthesize it. The reactants are: C([O:8][C:9](=[O:22])[C:10]1[CH:15]=[CH:14][C:13]([N:16]2[CH2:21][CH2:20][NH:19][CH2:18][CH2:17]2)=[CH:12][CH:11]=1)C1C=CC=CC=1.Cl[C:24]1[CH:43]=[CH:42][C:27]([C:28]([NH:30][C:31]2[CH:36]=[CH:35][C:34]([C:37]([F:40])([F:39])[F:38])=[CH:33][C:32]=2[F:41])=[O:29])=[CH:26][N:25]=1.C1(NC(C2C=CC(N3CCN(C4C=CC(C(O)=O)=CC=4)CC3)=NC=2)=O)C=CC=CC=1.